This data is from Reaction yield outcomes from USPTO patents with 853,638 reactions. The task is: Predict the reaction yield, written as a fraction of the theoretical maximum amount of product (1.0 means a 100% yield; for example, 0.34 means a 34% yield). (1) The reactants are [N:1]1[CH:6]=[CH:5][CH:4]=[CH:3][C:2]=1[C:7]1[O:8][C:9]2[CH2:14][CH2:13][N:12]([C:15]3[CH:16]=[C:17]([CH:20]=[CH:21][CH:22]=3)[C:18]#[N:19])[CH2:11][C:10]=2[N:23]=1.BrC1C=C(C=C([C:33]([F:36])([F:35])[F:34])C=1)C#N. No catalyst specified. The product is [N:1]1[CH:6]=[CH:5][CH:4]=[CH:3][C:2]=1[C:7]1[O:8][C:9]2[CH2:14][CH2:13][N:12]([C:15]3[CH:16]=[C:17]([CH:20]=[C:21]([C:33]([F:36])([F:35])[F:34])[CH:22]=3)[C:18]#[N:19])[CH2:11][C:10]=2[N:23]=1. The yield is 0.170. (2) The reactants are Br[C:2]1[C:3]([C:23]2[CH:28]=[CH:27][C:26]([Cl:29])=[CH:25][CH:24]=2)=[CH:4][C:5]2[N:6]([C:8]([CH2:11][C:12]3[C:13]([CH3:22])=[N:14][C:15]([C:18]([F:21])([F:20])[F:19])=[CH:16][CH:17]=3)=[N:9][N:10]=2)[CH:7]=1.[Cl:30][C:31]1[CH:36]=[C:35]([Cl:37])[CH:34]=[CH:33][C:32]=1B(O)O.C([O-])([O-])=O.[K+].[K+]. The catalyst is O1CCOCC1.O.C1C=CC([P]([Pd]([P](C2C=CC=CC=2)(C2C=CC=CC=2)C2C=CC=CC=2)([P](C2C=CC=CC=2)(C2C=CC=CC=2)C2C=CC=CC=2)[P](C2C=CC=CC=2)(C2C=CC=CC=2)C2C=CC=CC=2)(C2C=CC=CC=2)C2C=CC=CC=2)=CC=1. The product is [Cl:29][C:26]1[CH:27]=[CH:28][C:23]([C:3]2[C:2]([C:34]3[CH:33]=[CH:32][C:31]([Cl:30])=[CH:36][C:35]=3[Cl:37])=[CH:7][N:6]3[C:8]([CH2:11][C:12]4[C:13]([CH3:22])=[N:14][C:15]([C:18]([F:20])([F:19])[F:21])=[CH:16][CH:17]=4)=[N:9][N:10]=[C:5]3[CH:4]=2)=[CH:24][CH:25]=1. The yield is 0.500. (3) The reactants are [I:1][C:2]1[C:11](=[O:12])[C:10]2[C:5](=[C:6]([O:16][CH3:17])[C:7]([N+:13]([O-])=O)=[CH:8][CH:9]=2)[O:4][C:3]=1[C:18]1[CH:23]=[CH:22][CH:21]=[CH:20][CH:19]=1.Cl[Sn]Cl. The catalyst is C(OCC)(=O)C. The product is [NH2:13][C:7]1[C:6]([O:16][CH3:17])=[C:5]2[C:10]([C:11](=[O:12])[C:2]([I:1])=[C:3]([C:18]3[CH:23]=[CH:22][CH:21]=[CH:20][CH:19]=3)[O:4]2)=[CH:9][CH:8]=1. The yield is 0.910. (4) The reactants are [CH2:1]([C:3]1[CH:4]=[C:5]2[C:9](=[CH:10][C:11]=1[N+:12]([O-])=O)[NH:8][CH:7]=[CH:6]2)[CH3:2]. The catalyst is [Ni]. The product is [CH2:1]([C:3]1[CH:4]=[C:5]2[C:9](=[CH:10][C:11]=1[NH2:12])[NH:8][CH:7]=[CH:6]2)[CH3:2]. The yield is 0.480. (5) The reactants are Cl[CH2:2][CH:3]1[CH:5]([C:6]([O:8]CC)=O)[C:4]1([CH2:20][CH3:21])[C:11]1[CH:16]=[CH:15][CH:14]=[C:13]([N+:17]([O-:19])=[O:18])[CH:12]=1.C(=O)([O-])O.[Na+].[CH2:27]([NH2:33])[CH2:28][CH2:29][CH2:30][CH2:31][CH3:32]. No catalyst specified. The product is [CH2:20]([C:4]1([C:11]2[CH:16]=[CH:15][CH:14]=[C:13]([N+:17]([O-:19])=[O:18])[CH:12]=2)[CH:5]2[CH:3]1[CH2:2][N:33]([CH2:27][CH2:28][CH2:29][CH2:30][CH2:31][CH3:32])[C:6]2=[O:8])[CH3:21]. The yield is 0.320. (6) The reactants are [O:1]1[CH2:6][CH2:5][N:4]([C:7]2[O:8][C:9]3[C:14]([C:15](=[O:17])[CH:16]=2)=[CH:13][C:12]([C:18]([O:20][CH3:21])=[O:19])=[CH:11][C:10]=3[C@H:22]2[CH2:26][CH2:25][CH2:24][NH:23]2)[CH2:3][CH2:2]1.Br[C:28]1[CH:33]=[C:32]([F:34])[CH:31]=[C:30]([F:35])[CH:29]=1.CC1(C)C2C=CC=C(P(C3C=CC=CC=3)C3C=CC=CC=3)C=2OC2C1=CC=CC=2P(C1C=CC=CC=1)C1C=CC=CC=1.C(=O)([O-])[O-].[Cs+].[Cs+]. The catalyst is O1CCOCC1.C(O[Pd]OC(=O)C)(=O)C. The product is [F:34][C:32]1[CH:33]=[C:28]([N:23]2[CH2:24][CH2:25][CH2:26][C@@H:22]2[C:10]2[CH:11]=[C:12]([C:18]([O:20][CH3:21])=[O:19])[CH:13]=[C:14]3[C:9]=2[O:8][C:7]([N:4]2[CH2:3][CH2:2][O:1][CH2:6][CH2:5]2)=[CH:16][C:15]3=[O:17])[CH:29]=[C:30]([F:35])[CH:31]=1. The yield is 0.670. (7) The product is [CH2:1]([O:3][C:4]([C:6]1[C:10]([CH3:11])=[C:9]([I:12])[N:8]([CH3:14])[C:7]=1[CH3:13])=[O:5])[CH3:2]. The catalyst is O1CCCC1. The reactants are [CH2:1]([O:3][C:4]([C:6]1[C:10]([CH3:11])=[C:9]([I:12])[NH:8][C:7]=1[CH3:13])=[O:5])[CH3:2].[CH3:14]OS(C1C=CC(C)=CC=1)(=O)=O.CC(C)([O-])C.[Na+]. The yield is 0.886. (8) No catalyst specified. The product is [F:18][C:16]1[CH:17]=[C:12]([C:10]2[N:9]=[C:8]([C:20]3[CH:25]=[CH:24][CH:23]=[C:22]([C:26]#[C:27][C@:28]4([OH:35])[CH2:32][CH2:31][N:30]([CH3:33])[C:29]4=[O:34])[CH:21]=3)[N:7]=[C:6]([C:4]([NH2:36])=[O:3])[CH:11]=2)[CH:13]=[C:14]([F:19])[CH:15]=1. The reactants are C([O:3][C:4]([C:6]1[CH:11]=[C:10]([C:12]2[CH:17]=[C:16]([F:18])[CH:15]=[C:14]([F:19])[CH:13]=2)[N:9]=[C:8]([C:20]2[CH:25]=[CH:24][CH:23]=[C:22]([C:26]#[C:27][C@:28]3([OH:35])[CH2:32][CH2:31][N:30]([CH3:33])[C:29]3=[O:34])[CH:21]=2)[N:7]=1)=O)C.[NH3:36]. The yield is 0.380. (9) The reactants are [N+:1]([C:4]1[CH:13]=[CH:12][C:7]([C:8]([NH:10][NH2:11])=[O:9])=[CH:6][CH:5]=1)([O-:3])=[O:2].[CH2:14](OC(OCC)OCC)C. No catalyst specified. The product is [N+:1]([C:4]1[CH:13]=[CH:12][C:7]([C:8]2[O:9][CH:14]=[N:11][N:10]=2)=[CH:6][CH:5]=1)([O-:3])=[O:2]. The yield is 0.780.